From a dataset of Blood-brain barrier penetration binary classification data from Martins et al.. Regression/Classification. Given a drug SMILES string, predict its absorption, distribution, metabolism, or excretion properties. Task type varies by dataset: regression for continuous measurements (e.g., permeability, clearance, half-life) or binary classification for categorical outcomes (e.g., BBB penetration, CYP inhibition). Dataset: bbb_martins. (1) The drug is COc1ccc2c3c1OC1C(OC(=O)c4cccnc4)CCC4C(C2)N(C)CCC341. The result is 1 (penetrates BBB). (2) The molecule is CN1CCC2(C)CC(Cc3ccc(O)cc32)C1. The result is 1 (penetrates BBB). (3) The drug is CCCNC(=O)NS(=O)(=O)c1ccc(Cl)cc1. The result is 0 (does not penetrate BBB). (4) The molecule is O=C1c2ccccc2S(=O)(=O)N1CCCN1CCN(c2ncccn2)CC1. The result is 1 (penetrates BBB). (5) The drug is CC(Cc1ccccc1)NN. The result is 1 (penetrates BBB).